Dataset: Catalyst prediction with 721,799 reactions and 888 catalyst types from USPTO. Task: Predict which catalyst facilitates the given reaction. (1) Reactant: [F:1][C:2]1[CH:7]=[CH:6][C:5]([CH2:8][N:9]2[CH2:14][CH2:13][O:12][CH2:11][CH2:10]2)=[CH:4][C:3]=1[C:15](=[O:22])[CH2:16][C:17]([O:19][CH2:20][CH3:21])=[O:18].C(N(CC)CC)C.C1(C)C(S([N:39]=[N+:40]=[N-])(=O)=O)=CC=CC=1. Product: [N+:39](=[C:16]([C:15]([C:3]1[CH:4]=[C:5]([CH2:8][N:9]2[CH2:14][CH2:13][O:12][CH2:11][CH2:10]2)[CH:6]=[CH:7][C:2]=1[F:1])=[O:22])[C:17]([O:19][CH2:20][CH3:21])=[O:18])=[N-:40]. The catalyst class is: 23. (2) The catalyst class is: 19. Product: [CH:1]1([CH2:4][N:5]2[CH2:30][CH2:29][C@:12]34[C:13]5[C:14]6[O:28][C@H:11]3[C:10](=[O:31])[CH:9]([CH3:32])[CH2:8][C@@:7]4([OH:33])[C@H:6]2[CH2:19][C:18]=5[CH:17]=[CH:16][C:15]=6[OH:20])[CH2:2][CH2:3]1. Reactant: [CH:1]1([CH2:4][N:5]2[CH2:30][CH2:29][C@:12]34[C:13]5[C:14]6[O:28][C@H:11]3[C:10](=[O:31])[CH:9]([CH3:32])[CH2:8][C@@:7]4([OH:33])[C@H:6]2[CH2:19][C:18]=5[CH:17]=[CH:16][C:15]=6[O:20]CC2C=CC=CC=2)[CH2:3][CH2:2]1. (3) Reactant: [Br:1][C:2]1[C:3]([C:16](OC)=[O:17])=[C:4]2[C:9](=[C:10]([CH3:12])[CH:11]=1)[NH:8][C:7]([CH3:14])([CH3:13])[CH2:6][CH:5]2[CH3:15].[H-].[Al+3].[Li+].[H-].[H-].[H-]. Product: [Br:1][C:2]1[C:3]([CH2:16][OH:17])=[C:4]2[C:9](=[C:10]([CH3:12])[CH:11]=1)[NH:8][C:7]([CH3:13])([CH3:14])[CH2:6][CH:5]2[CH3:15]. The catalyst class is: 28. (4) Reactant: [C:1]([NH:5][C:6]1[C:7]([CH3:27])=[N:8][C:9]2[C:14]([N:15]=1)=[C:13]([C:16]1[NH:20][C:19]([CH:21]3[CH2:23][CH2:22]3)=[C:18]([C:24]([OH:26])=O)[CH:17]=1)[CH:12]=[CH:11][CH:10]=2)([CH3:4])([CH3:3])[CH3:2].CC[N:30](C(C)C)C(C)C.N.CN(C(ON1N=NC2C=CC=NC1=2)=[N+](C)C)C.F[P-](F)(F)(F)(F)F. Product: [C:1]([NH:5][C:6]1[C:7]([CH3:27])=[N:8][C:9]2[C:14]([N:15]=1)=[C:13]([C:16]1[NH:20][C:19]([CH:21]3[CH2:22][CH2:23]3)=[C:18]([C:24]([NH2:30])=[O:26])[CH:17]=1)[CH:12]=[CH:11][CH:10]=2)([CH3:2])([CH3:4])[CH3:3]. The catalyst class is: 85.